Task: Predict the product of the given reaction.. Dataset: Forward reaction prediction with 1.9M reactions from USPTO patents (1976-2016) (1) Given the reactants [I:1][C:2]1[CH:7]=[C:6]([N:8]2[CH2:13][CH2:12][N:11]([CH3:14])[CH2:10][CH2:9]2)[N:5]=[CH:4][C:3]=1[NH:15]C(=O)C(C)(C)C, predict the reaction product. The product is: [I:1][C:2]1[CH:7]=[C:6]([N:8]2[CH2:13][CH2:12][N:11]([CH3:14])[CH2:10][CH2:9]2)[N:5]=[CH:4][C:3]=1[NH2:15]. (2) Given the reactants [CH2:1]([O:4][C:5]1[CH:10]=[CH:9][C:8]([C:11](=[N:27][O:28][CH2:29][CH3:30])[CH2:12][C:13](=[O:26])[NH:14][C:15](=[N:18]C(=O)OC(C)(C)C)SC)=[CH:7][CH:6]=1)[CH:2]=[CH2:3].[NH2:31][CH2:32][C:33]1[CH:39]=[C:38]([Cl:40])[C:36]([NH2:37])=[C:35]([Cl:41])[CH:34]=1.[CH:42]([N:45]([CH:48](C)C)CC)(C)[CH3:43].C1C[O:54]CC1, predict the reaction product. The product is: [CH2:29]([O:28][N:27]=[C:11]1[C:8]2[CH:7]=[CH:6][C:5](=[CH:10][CH:9]=2)[O:4][CH2:1][CH:2]=[CH:3][CH2:48][NH:45][CH2:42][C:43](=[O:54])[NH:37][C:36]2[C:35]([Cl:41])=[CH:34][C:33](=[CH:39][C:38]=2[Cl:40])[CH2:32][NH:31][C:15]([NH2:18])=[N:14][C:13](=[O:26])[CH2:12]1)[CH3:30]. (3) Given the reactants [CH3:1][C:2]1[O:6][C:5]([C:7]([NH:9][C:10]([C:13]2[N:19]([CH3:20])[C:17](=[O:18])[C:16]([OH:21])=[C:15]([C:22]([NH:24][CH2:25][C:26]3[CH:27]=[CH:28][C:29]([F:32])=[CH:30][CH:31]=3)=[O:23])[N:14]=2)([CH3:12])[CH3:11])=[O:8])=[N:4][N:3]=1.C([O-])(=O)C.[Ca+2:37].C([O-])(=O)C.CCCCCCC, predict the reaction product. The product is: [CH3:1][C:2]1[O:6][C:5]([C:7]([NH:9][C:10]([C:13]2[N:19]([CH3:20])[C:17](=[O:18])[C:16]([OH:21])=[C:15]([C:22]([NH:24][CH2:25][C:26]3[CH:27]=[CH:28][C:29]([F:32])=[CH:30][CH:31]=3)=[O:23])[N:14]=2)([CH3:12])[CH3:11])=[O:8])=[N:4][N:3]=1.[Ca:37]. (4) Given the reactants [C:1]([O:5][C:6]([N:8]([C@@H:14]1[C:22]2[C:17](=[C:18]([C:23]3[S:24][C:25]([C:28]4[CH:33]=[CH:32][C:31]([O:34][CH:35]([CH3:37])[CH3:36])=[C:30]([C:38]#[N:39])[CH:29]=4)=[N:26][N:27]=3)[CH:19]=[CH:20][CH:21]=2)[CH2:16][CH2:15]1)[CH2:9][C:10]([O:12]C)=[O:11])=[O:7])([CH3:4])([CH3:3])[CH3:2].[OH-].[Na+], predict the reaction product. The product is: [C:1]([O:5][C:6]([N:8]([C@@H:14]1[C:22]2[C:17](=[C:18]([C:23]3[S:24][C:25]([C:28]4[CH:33]=[CH:32][C:31]([O:34][CH:35]([CH3:36])[CH3:37])=[C:30]([C:38]#[N:39])[CH:29]=4)=[N:26][N:27]=3)[CH:19]=[CH:20][CH:21]=2)[CH2:16][CH2:15]1)[CH2:9][C:10]([OH:12])=[O:11])=[O:7])([CH3:3])([CH3:2])[CH3:4]. (5) Given the reactants [CH3:1][O:2][C:3](=[O:16])[C:4](=O)[CH:5](Cl)[C:6]1[C:11]([F:12])=[CH:10][CH:9]=[CH:8][C:7]=1[Cl:13].[C:17]([NH2:20])(=[S:19])[CH3:18], predict the reaction product. The product is: [CH3:1][O:2][C:3]([C:4]1[N:20]=[C:17]([CH3:18])[S:19][C:5]=1[C:6]1[C:11]([F:12])=[CH:10][CH:9]=[CH:8][C:7]=1[Cl:13])=[O:16]. (6) Given the reactants C([O:3][C:4]([C:6]1[S:24][C:9]2[N:10]=[C:11]([NH2:23])[N:12]=[C:13]([C:14]3[CH:19]=[C:18]([CH:20]=O)[CH:17]=[CH:16][C:15]=3[CH3:22])[C:8]=2[CH:7]=1)=O)C.[CH2:25]([NH2:28])[CH2:26][CH3:27].[BH4-].[Na+].[CH2:31]([NH2:33])[CH3:32], predict the reaction product. The product is: [CH2:31]([NH:33][C:4]([C:6]1[S:24][C:9]2[N:10]=[C:11]([NH2:23])[N:12]=[C:13]([C:14]3[CH:19]=[C:18]([CH2:20][NH:28][CH2:25][CH2:26][CH3:27])[CH:17]=[CH:16][C:15]=3[CH3:22])[C:8]=2[CH:7]=1)=[O:3])[CH3:32]. (7) Given the reactants [Cl:1][C:2]1[N:7]=[CH:6][C:5]([C:8]2[C:9](=[O:34])[NH:10][C:11](=[O:33])[N:12]([CH2:14][CH2:15][CH2:16][N:17]3[CH2:22][C@H:21]4[C@:19]([C:23]5[CH:28]=[CH:27][C:26]([C:29]([F:32])([F:31])[F:30])=[CH:25][CH:24]=5)([CH2:20]4)[CH2:18]3)[CH:13]=2)=[CH:4][CH:3]=1.[ClH:35], predict the reaction product. The product is: [ClH:1].[ClH:35].[Cl:1][C:2]1[N:7]=[CH:6][C:5]([C:8]2[C:9](=[O:34])[NH:10][C:11](=[O:33])[N:12]([CH2:14][CH2:15][CH2:16][N:17]3[CH2:22][C@H:21]4[C@:19]([C:23]5[CH:28]=[CH:27][C:26]([C:29]([F:32])([F:31])[F:30])=[CH:25][CH:24]=5)([CH2:20]4)[CH2:18]3)[CH:13]=2)=[CH:4][CH:3]=1. (8) Given the reactants [Cl:1][C:2]1[CH:7]=[CH:6][C:5]([N:8]2[CH2:13][CH2:12][NH:11][CH2:10][CH2:9]2)=[CH:4][C:3]=1[S:14]([CH3:17])(=[O:16])=[O:15].I[CH2:19][CH2:20][CH3:21], predict the reaction product. The product is: [Cl:1][C:2]1[CH:7]=[CH:6][C:5]([N:8]2[CH2:9][CH2:10][N:11]([CH2:19][CH2:20][CH3:21])[CH2:12][CH2:13]2)=[CH:4][C:3]=1[S:14]([CH3:17])(=[O:15])=[O:16]. (9) Given the reactants [F:8][C:7]([F:10])([F:9])[C:6](O[C:6](=[O:11])[C:7]([F:10])([F:9])[F:8])=[O:11].[CH2:14]([N:21]1[CH2:28][C:25]2([CH2:27][CH2:26]2)[NH:24][CH2:23][CH2:22]1)[C:15]1[CH:20]=[CH:19][CH:18]=[CH:17][CH:16]=1.C(N(CC)CC)C.C(=O)(O)[O-].[Na+], predict the reaction product. The product is: [CH2:14]([N:21]1[CH2:28][C:25]2([CH2:27][CH2:26]2)[N:24]([C:6](=[O:11])[C:7]([F:8])([F:9])[F:10])[CH2:23][CH2:22]1)[C:15]1[CH:20]=[CH:19][CH:18]=[CH:17][CH:16]=1.